Predict which catalyst facilitates the given reaction. From a dataset of Catalyst prediction with 721,799 reactions and 888 catalyst types from USPTO. (1) Reactant: [NH2:1][C:2]1[C:24]([C:25](=[O:32])[NH:26][CH:27]2[CH2:31][CH2:30][CH2:29][CH2:28]2)=[C:5]2[N:6]=[CH:7][C:8]([C:17]3[CH:22]=[CH:21][CH:20]=[CH:19][C:18]=3[Cl:23])=[C:9]([C:10]3[CH:15]=[CH:14][C:13]([Cl:16])=[CH:12][CH:11]=3)[N:4]2[N:3]=1.N1C=CC=CC=1.[C:39](OC(=O)C)(=[O:41])[CH3:40].Cl. Product: [C:39]([NH:1][C:2]1[C:24]([C:25](=[O:32])[NH:26][CH:27]2[CH2:31][CH2:30][CH2:29][CH2:28]2)=[C:5]2[N:6]=[CH:7][C:8]([C:17]3[CH:22]=[CH:21][CH:20]=[CH:19][C:18]=3[Cl:23])=[C:9]([C:10]3[CH:11]=[CH:12][C:13]([Cl:16])=[CH:14][CH:15]=3)[N:4]2[N:3]=1)(=[O:41])[CH3:40]. The catalyst class is: 13. (2) Reactant: [CH3:1][C:2]([C:35]([OH:37])=[O:36])([C:4]1[CH:5]=[CH:6][C:7]([CH:10]([OH:34])[CH2:11][CH2:12][CH2:13][N:14]2[CH2:19][CH2:18][CH:17]([C:20]([OH:33])([C:27]3[CH:28]=[CH:29][CH:30]=[CH:31][CH:32]=3)[C:21]3[CH:22]=[CH:23][CH:24]=[CH:25][CH:26]=3)[CH2:16][CH2:15]2)=[CH:8][CH:9]=1)[CH3:3].[ClH:38].O. Product: [CH3:3][C:2]([C:35]([OH:37])=[O:36])([C:4]1[CH:9]=[CH:8][C:7]([CH:10]([OH:34])[CH2:11][CH2:12][CH2:13][N:14]2[CH2:15][CH2:16][CH:17]([C:20]([OH:33])([C:21]3[CH:26]=[CH:25][CH:24]=[CH:23][CH:22]=3)[C:27]3[CH:28]=[CH:29][CH:30]=[CH:31][CH:32]=3)[CH2:18][CH2:19]2)=[CH:6][CH:5]=1)[CH3:1].[ClH:38]. The catalyst class is: 1. (3) Product: [C:13]([O:17][C:18](=[O:33])[N:19]([CH2:20][CH3:21])[CH2:22][CH2:23][CH2:24][O:25][C:26]1[CH:27]=[CH:28][C:29]([N:32]=[C:1]=[S:2])=[CH:30][CH:31]=1)([CH3:14])([CH3:15])[CH3:16]. Reactant: [C:1](N1C=CN=C1)(N1C=CN=C1)=[S:2].[C:13]([O:17][C:18](=[O:33])[N:19]([CH2:22][CH2:23][CH2:24][O:25][C:26]1[CH:31]=[CH:30][C:29]([NH2:32])=[CH:28][CH:27]=1)[CH2:20][CH3:21])([CH3:16])([CH3:15])[CH3:14]. The catalyst class is: 9. (4) Reactant: I[C:2]1[C:3](=[O:20])[N:4]([C:14]2[CH:19]=[CH:18][CH:17]=[CH:16][CH:15]=2)[CH:5]=[C:6]([C:8]2[CH:13]=[CH:12][CH:11]=[CH:10][N:9]=2)[CH:7]=1.[Cl:21][C:22]1[C:27](B(O)O)=[CH:26][CH:25]=[CH:24][N:23]=1.C(=O)([O-])[O-].[Cs+].[Cs+].O. Product: [Cl:21][C:22]1[C:27]([C:2]2[C:3](=[O:20])[N:4]([C:14]3[CH:19]=[CH:18][CH:17]=[CH:16][CH:15]=3)[CH:5]=[C:6]([C:8]3[CH:13]=[CH:12][CH:11]=[CH:10][N:9]=3)[CH:7]=2)=[CH:26][CH:25]=[CH:24][N:23]=1. The catalyst class is: 9. (5) Reactant: [Cl:1][C:2]1[C:3]([N:12]2[CH2:17][CH2:16][N:15]([CH2:18][C:19]3[N:23]=[C:22]([CH3:24])[O:21][N:20]=3)[CH2:14][CH2:13]2)=[C:4]([N+:9]([O-])=O)[C:5]([NH2:8])=[N:6][CH:7]=1.[CH3:25][N:26]1[CH:30]=[C:29]([CH:31]=O)[C:28]([CH3:33])=[N:27]1.[O-]S(S([O-])=O)=O.[Na+].[Na+]. Product: [Cl:1][C:2]1[C:3]([N:12]2[CH2:17][CH2:16][N:15]([CH2:18][C:19]3[N:23]=[C:22]([CH3:24])[O:21][N:20]=3)[CH2:14][CH2:13]2)=[C:4]2[N:9]=[C:31]([C:29]3[C:28]([CH3:33])=[N:27][N:26]([CH3:25])[CH:30]=3)[NH:8][C:5]2=[N:6][CH:7]=1. The catalyst class is: 14.